Dataset: Reaction yield outcomes from USPTO patents with 853,638 reactions. Task: Predict the reaction yield, written as a fraction of the theoretical maximum amount of product (1.0 means a 100% yield; for example, 0.34 means a 34% yield). (1) The reactants are [CH3:1][N:2]1[C:6]([C:7]2[CH:8]=[C:9]([C:12]([O:14]C)=[O:13])[O:10][CH:11]=2)=[CH:5][CH:4]=[N:3]1.[OH-].[Na+]. The catalyst is O1CCCC1. The product is [CH3:1][N:2]1[C:6]([C:7]2[CH:8]=[C:9]([C:12]([OH:14])=[O:13])[O:10][CH:11]=2)=[CH:5][CH:4]=[N:3]1. The yield is 0.470. (2) The reactants are [CH3:1][O:2][C:3]1[CH:8]=[CH:7][C:6]([C:9]([F:12])([F:11])[F:10])=[CH:5][C:4]=1[N:13]=[C:14]=[O:15].[NH2:16][C:17]1[CH:34]=[CH:33][C:20]([O:21][C:22]2[CH:23]=[C:24]3[C:28](=[CH:29][CH:30]=2)[C:27](=[O:31])[NH:26][C:25]3=[O:32])=[CH:19][CH:18]=1.CO. The yield is 0.960. The product is [CH3:1][O:2][C:3]1[CH:8]=[CH:7][C:6]([C:9]([F:12])([F:11])[F:10])=[CH:5][C:4]=1[NH:13][C:14]([NH:16][C:17]1[CH:18]=[CH:19][C:20]([O:21][C:22]2[CH:23]=[C:24]3[C:28](=[CH:29][CH:30]=2)[C:27](=[O:31])[NH:26][C:25]3=[O:32])=[CH:33][CH:34]=1)=[O:15]. The catalyst is C(Cl)Cl. (3) The reactants are [CH2:1]([O:3][C:4]([C:6]1[CH:7]=[N:8][C:9]2[C:14]([C:15]=1Cl)=[CH:13][CH:12]=[CH:11][C:10]=2[O:17][CH3:18])=[O:5])[CH3:2].[CH2:19]([CH:21]([NH2:24])[CH2:22][CH3:23])[CH3:20]. No catalyst specified. The product is [CH2:1]([O:3][C:4]([C:6]1[CH:7]=[N:8][C:9]2[C:14]([C:15]=1[NH:24][CH:21]([CH2:22][CH3:23])[CH2:19][CH3:20])=[CH:13][CH:12]=[CH:11][C:10]=2[O:17][CH3:18])=[O:5])[CH3:2]. The yield is 1.00. (4) The reactants are C(=O)([O-])[O-].[K+].[K+].[CH2:7](Br)[C:8]1[CH:13]=[CH:12][CH:11]=[CH:10][CH:9]=1.Cl.[F:16][C:17]1[CH:22]=[C:21]([N+:23]([O-:25])=[O:24])[CH:20]=[CH:19][C:18]=1[N:26]1[CH2:32][CH2:31][CH2:30][NH:29][CH2:28][CH2:27]1.O. The catalyst is CN(C)C=O. The product is [CH2:7]([N:29]1[CH2:30][CH2:31][CH2:32][N:26]([C:18]2[CH:19]=[CH:20][C:21]([N+:23]([O-:25])=[O:24])=[CH:22][C:17]=2[F:16])[CH2:27][CH2:28]1)[C:8]1[CH:13]=[CH:12][CH:11]=[CH:10][CH:9]=1. The yield is 0.690. (5) The reactants are Cl.[Cl:2][C:3]1[C:12]2[C:7](=[CH:8][C:9]([F:14])=[C:10]([I:13])[CH:11]=2)[N:6]=[CH:5][N:4]=1.O1CCOCC1.Cl.[CH2:22]([O:29][C:30]1[CH:36]=[CH:35][C:33]([NH2:34])=[CH:32][CH:31]=1)[C:23]1[CH:28]=[CH:27][CH:26]=[CH:25][CH:24]=1. The catalyst is ClCCl. The product is [ClH:2].[CH2:22]([O:29][C:30]1[CH:31]=[CH:32][C:33]([NH:34][C:3]2[C:12]3[C:7](=[CH:8][C:9]([F:14])=[C:10]([I:13])[CH:11]=3)[N:6]=[CH:5][N:4]=2)=[CH:35][CH:36]=1)[C:23]1[CH:24]=[CH:25][CH:26]=[CH:27][CH:28]=1. The yield is 0.790. (6) The reactants are [I:1][C:2]1[CH:7]=[CH:6][C:5]([N:8]2[CH2:13][CH2:12][NH:11][CH2:10][CH2:9]2)=[CH:4][CH:3]=1.C([O-])([O-])=O.[K+].[K+].I[CH2:21][CH3:22]. The catalyst is CC(C)=O. The product is [CH2:21]([N:11]1[CH2:12][CH2:13][N:8]([C:5]2[CH:4]=[CH:3][C:2]([I:1])=[CH:7][CH:6]=2)[CH2:9][CH2:10]1)[CH3:22]. The yield is 0.850. (7) The reactants are [NH2:1][C:2]1[C:7]2=[C:8]([C:16]3[CH:21]=[CH:20][C:19]([NH:22]C(OC(C)(C)C)=O)=[C:18]([F:30])[CH:17]=3)[C:9]([C:11]([O:13][CH2:14][CH3:15])=[O:12])=[CH:10][N:6]2[N:5]=[CH:4][N:3]=1.O1CCOCC1.[ClH:37]. The catalyst is CCOCC. The product is [ClH:37].[NH2:1][C:2]1[C:7]2=[C:8]([C:16]3[CH:21]=[CH:20][C:19]([NH2:22])=[C:18]([F:30])[CH:17]=3)[C:9]([C:11]([O:13][CH2:14][CH3:15])=[O:12])=[CH:10][N:6]2[N:5]=[CH:4][N:3]=1. The yield is 0.915. (8) The reactants are [CH3:1][C:2]1[O:3][C:4]([CH3:10])=[CH:5][C:6]=1[C:7]([OH:9])=[O:8].C(=O)([O-])[O-].[K+].[K+].[CH3:17][O:18][CH2:19][CH2:20][O:21][CH2:22]Cl. The catalyst is CN(C=O)C.O. The product is [CH3:17][O:18][CH2:19][CH2:20][O:21][CH2:22][O:8][C:7]([C:6]1[CH:5]=[C:4]([CH3:10])[O:3][C:2]=1[CH3:1])=[O:9]. The yield is 0.820. (9) The reactants are [F:1][C:2]([F:29])([F:28])[O:3][C:4]1[CH:9]=[CH:8][C:7]([N:10]2[CH:14]=[N:13][C:12]([C:15]3[CH:27]=[CH:26][C:18](/[CH:19]=[N:20]/[NH:21][C:22](SC)=[S:23])=[CH:17][CH:16]=3)=[N:11]2)=[CH:6][CH:5]=1.[CH3:30][N:31]([CH3:39])[C:32]1[CH:37]=[CH:36][CH:35]=[C:34]([NH2:38])[CH:33]=1. The catalyst is CN(C=O)C. The product is [CH3:30][N:31]([CH3:39])[C:32]1[CH:33]=[C:34]([NH:38][C:22]([NH:21][N:20]=[CH:19][C:18]2[CH:17]=[CH:16][C:15]([C:12]3[N:13]=[CH:14][N:10]([C:7]4[CH:6]=[CH:5][C:4]([O:3][C:2]([F:28])([F:1])[F:29])=[CH:9][CH:8]=4)[N:11]=3)=[CH:27][CH:26]=2)=[S:23])[CH:35]=[CH:36][CH:37]=1. The yield is 0.780.